Dataset: Experimentally validated miRNA-target interactions with 360,000+ pairs, plus equal number of negative samples. Task: Binary Classification. Given a miRNA mature sequence and a target amino acid sequence, predict their likelihood of interaction. (1) The miRNA is hsa-miR-125b-2-3p with sequence UCACAAGUCAGGCUCUUGGGAC. The protein sequence of the target gene is MSSAPNGRKKRPSRSTRSSIFQISKPPLQSGDWERRGSGSESAHKTQRALDDCKMLVQEFNTQVALYRELVISIGDVSVSCPSLRAEMHKTRTKGCEMARQAHQKLAAISGPEDGEIHPEICRLYIQLQCCLEMYTTEMLKSICLLGSLQFHRKGKEPGGGTKSLDCKIEESAETPALEDSSSSPVDSQQHSWQVSTDIENTERDMREMKNLLSKLRETMPLPLKNQDDSSLLNLTPYPLVRRRKRRFFGLCCLISS. Result: 0 (no interaction). (2) The miRNA is rno-miR-672-5p with sequence UGAGGUUGGUGUACUGUGUGUGA. The protein sequence of the target gene is MVSKTQKADLGPQLPEKKKKKKKKKRVVANVSEPETQYSVLNSNDYFIDASPPRATSPSNNVDEVQIPEISLSKRKKKKKSCSTHLEECLGAEPTRARQKKSPSPRRQALEQSAEGLIREKKKKRRKSLSKAASQGSGLKTSPDPKHAKEVSKAGRKSKKQRKEKKVPDTEALPPQDAWLYEAGDSLHSCLEGAEAEEQAALGQKRKQGSPRDHNMKKKKKTHQEGDILLVNSRVSVENSLKKGSKKSVKSEALEFVPIDSPKAPGKKKVKSKKKVEQPVGEGLAVKRKKKKKKRKENGV.... Result: 0 (no interaction).